Dataset: Forward reaction prediction with 1.9M reactions from USPTO patents (1976-2016). Task: Predict the product of the given reaction. (1) Given the reactants B(Br)(Br)Br.[Cl:5][C:6]1[CH:7]=[C:8]([CH:27]=[CH:28][C:29]=1[Cl:30])[C:9]([N:11]1[C:19]2[C:14](=[CH:15][C:16]([O:20]C)=[CH:17][CH:18]=2)[C:13]([CH2:22][C:23]([OH:25])=[O:24])=[C:12]1[CH3:26])=[O:10], predict the reaction product. The product is: [Cl:5][C:6]1[CH:7]=[C:8]([CH:27]=[CH:28][C:29]=1[Cl:30])[C:9]([N:11]1[C:19]2[C:14](=[CH:15][C:16]([OH:20])=[CH:17][CH:18]=2)[C:13]([CH2:22][C:23]([OH:25])=[O:24])=[C:12]1[CH3:26])=[O:10]. (2) Given the reactants [CH2:1]([O:8][C:9](=[O:23])[C@@H:10]1[CH2:14][C@H:13]([OH:15])[CH2:12][N:11]1[C:16]([O:18][C:19]([CH3:22])([CH3:21])[CH3:20])=[O:17])[C:2]1[CH:7]=[CH:6][CH:5]=[CH:4][CH:3]=1.[CH3:24][S:25](Cl)(=[O:27])=[O:26].O, predict the reaction product. The product is: [CH2:1]([O:8][C:9](=[O:23])[C@@H:10]1[CH2:14][C@H:13]([O:15][S:25]([CH3:24])(=[O:27])=[O:26])[CH2:12][N:11]1[C:16]([O:18][C:19]([CH3:20])([CH3:22])[CH3:21])=[O:17])[C:2]1[CH:7]=[CH:6][CH:5]=[CH:4][CH:3]=1. (3) Given the reactants [CH3:1][C:2]1([CH3:26])[CH2:11][CH2:10][C:9]2[C:8]([N:12]3[CH2:17][CH2:16]O[CH2:14][CH2:13]3)=[N:7][C:6]3[S:18]C4C(=O)NC=[N:21][C:20]=4[C:5]=3[C:4]=2[CH2:3]1.N1CC[S:30]CC1, predict the reaction product. The product is: [SH:18][C:6]1[N:7]=[C:8]([N:12]2[CH2:13][CH2:14][S:30][CH2:16][CH2:17]2)[C:9]2[CH2:10][CH2:11][C:2]([CH3:26])([CH3:1])[CH2:3][C:4]=2[C:5]=1[C:20]#[N:21]. (4) Given the reactants CON(C)[C:4](=[O:17])[C@@H:5]([NH:9][C:10](=[O:16])[O:11][C:12]([CH3:15])([CH3:14])[CH3:13])[CH2:6][CH2:7][CH3:8].[C:19]1([Mg]Br)[CH:24]=[CH:23][CH:22]=[CH:21][CH:20]=1.[Cl-].[NH4+].C(OCC)(=O)C, predict the reaction product. The product is: [O:17]=[C:4]([C:19]1[CH:24]=[CH:23][CH:22]=[CH:21][CH:20]=1)[C@@H:5]([NH:9][C:10](=[O:16])[O:11][C:12]([CH3:13])([CH3:14])[CH3:15])[CH2:6][CH2:7][CH3:8]. (5) Given the reactants C[N:2]1[C:12](=O)[CH2:11][N:10]=[C:9]([C:14]2[CH:15]=[CH:16]C=CC=2)[C:8]2[CH:7]=[C:6](Cl)C=C[C:3]1=2.CCN(CCN1C(=O)CN=C(C2C=CC=CC=2F)C2C=C(Cl)C=CC1=2)CC.C1C=CC(C2(N3CCCCC3)CCCCC2)=CC=1.CNCCC(OC1C=CC(C(F)(F)F)=CC=1)C1C=CC=CC=1, predict the reaction product. The product is: [N:2]1[CH:3]=[C:8]([CH:9]2[CH2:14][CH2:15][CH2:16][N:10]2[CH3:11])[CH:7]=[CH:6][CH:12]=1. (6) Given the reactants O[Li].O.[C:4]([C:8]1[CH:29]=[CH:28][CH:27]=[CH:26][C:9]=1[C:10]([NH:12][C@H:13]1[C:21]2[C:16](=[CH:17][CH:18]=[C:19]([C:22]([O:24]C)=[O:23])[CH:20]=2)[CH2:15][CH2:14]1)=[O:11])([CH3:7])([CH3:6])[CH3:5].OS([O-])(=O)=O.[K+], predict the reaction product. The product is: [C:4]([C:8]1[CH:29]=[CH:28][CH:27]=[CH:26][C:9]=1[C:10]([NH:12][C@H:13]1[C:21]2[C:16](=[CH:17][CH:18]=[C:19]([C:22]([OH:24])=[O:23])[CH:20]=2)[CH2:15][CH2:14]1)=[O:11])([CH3:7])([CH3:5])[CH3:6].